Dataset: Full USPTO retrosynthesis dataset with 1.9M reactions from patents (1976-2016). Task: Predict the reactants needed to synthesize the given product. (1) Given the product [Br:1][C:2]1[N:7]=[CH:6][C:5]2[C:8]([CH2:21][N:22]([CH3:23])[C:39](=[O:40])[O:41][C:42]([CH3:43])([CH3:44])[CH3:45])=[CH:9][N:10]([S:11]([C:14]3[CH:19]=[CH:18][CH:17]=[C:16]([F:20])[CH:15]=3)(=[O:12])=[O:13])[C:4]=2[CH:3]=1, predict the reactants needed to synthesize it. The reactants are: [Br:1][C:2]1[N:7]=[CH:6][C:5]2[C:8]([CH2:21][NH:22][CH3:23])=[CH:9][N:10]([S:11]([C:14]3[CH:19]=[CH:18][CH:17]=[C:16]([F:20])[CH:15]=3)(=[O:13])=[O:12])[C:4]=2[CH:3]=1.C(N(CC)CC)C.[C:39](O[C:39]([O:41][C:42]([CH3:45])([CH3:44])[CH3:43])=[O:40])([O:41][C:42]([CH3:45])([CH3:44])[CH3:43])=[O:40].O. (2) Given the product [CH3:8][O:9][C:10]1[CH:15]=[C:14]([C:16]([F:19])([F:17])[F:18])[CH:13]=[CH:12][C:11]=1[N:20]1[C:25](=[O:26])[CH2:24][O:23][C:22]2[CH:27]=[C:28]([S:31]([NH:34][C:35]3[S:36][CH:37]=[CH:38][N:39]=3)(=[O:32])=[O:33])[CH:29]=[CH:30][C:21]1=2, predict the reactants needed to synthesize it. The reactants are: C(O)(C(F)(F)F)=O.[CH3:8][O:9][C:10]1[CH:15]=[C:14]([C:16]([F:19])([F:18])[F:17])[CH:13]=[CH:12][C:11]=1[N:20]1[C:25](=[O:26])[CH2:24][O:23][C:22]2[CH:27]=[C:28]([S:31]([N:34](CC3C=CC(OC)=CC=3)[C:35]3[S:36][CH:37]=[CH:38][N:39]=3)(=[O:33])=[O:32])[CH:29]=[CH:30][C:21]1=2. (3) Given the product [O:1]([C:8]1[CH:9]=[CH:10][C:11]([CH2:14][CH2:15][C:16]([OH:18])=[O:17])=[CH:12][CH:13]=1)[C:2]1[CH:3]=[CH:4][CH:5]=[CH:6][CH:7]=1, predict the reactants needed to synthesize it. The reactants are: [O:1]([C:8]1[CH:13]=[CH:12][C:11]([CH2:14][CH2:15][C:16]([O:18]CC)=[O:17])=[CH:10][CH:9]=1)[C:2]1[CH:7]=[CH:6][CH:5]=[CH:4][CH:3]=1.[OH-].[Na+]. (4) Given the product [Br:23][CH:22]1[CH:10]([CH:11]2[CH:12]=[CH:12][CH2:11][CH2:10][CH2:19]2)[CH2:19][CH2:18][C:13]2([O:14][CH2:15][CH2:16][O:17]2)[CH2:21]1.[O:8]1[CH:6]=[CH:5][N:9]=[CH:10][CH2:19]1, predict the reactants needed to synthesize it. The reactants are: BrC1C=C[C:5]([NH:9][CH:10]2[CH2:19][CH2:18][C:13]3([O:17][CH2:16][CH2:15][O:14]3)[CH2:12][CH2:11]2)=[C:6]([OH:8])C=1.Br[CH2:21][CH2:22][Br:23].C(=O)([O-])[O-].[K+].[K+]. (5) Given the product [Br:1][C:2]1[N:7]=[C:6]([CH2:8][C:10]#[N:11])[CH:5]=[CH:4][CH:3]=1, predict the reactants needed to synthesize it. The reactants are: [Br:1][C:2]1[N:7]=[C:6]([CH2:8]Br)[CH:5]=[CH:4][CH:3]=1.[C-:10]#[N:11].[Na+]. (6) Given the product [C:1]12([CH2:26][CH:25]=[O:27])[CH2:10][CH:5]3[CH2:4][CH:3]([CH2:9][CH:7]([CH2:6]3)[CH2:8]1)[CH2:2]2, predict the reactants needed to synthesize it. The reactants are: [CH:1]12[CH2:10][CH:5]3[CH2:6][CH:7]([CH2:9][CH:3]([CH2:4]3)[CH:2]1C(O)C)[CH2:8]2.CC1(C)N([O])C(C)(C)CCC1.[C:25](O)(=[O:27])[CH3:26].C(O)(=O)C.IC1C=CC=CC=1.[O-]S([O-])(=S)=O.[Na+].[Na+].